From a dataset of Catalyst prediction with 721,799 reactions and 888 catalyst types from USPTO. Predict which catalyst facilitates the given reaction. Reactant: [CH3:1][CH2:2][C@@:3]1([OH:31])[C:8](=[O:9])[O:7][CH2:6][C:5]2[C:10]([N:12]3[C:29](=[CH:30][C:4]1=2)[C:28]1[N:27]=[C:17]2[CH:18]=[CH:19][C:20]([OH:26])=[C:21]([CH2:22][N:23]([CH3:25])[CH3:24])[C:16]2=[CH:15][C:14]=1[CH2:13]3)=[O:11].[ClH:32]. Product: [CH3:1][CH2:2][C@@:3]1([OH:31])[C:8](=[O:9])[O:7][CH2:6][C:5]2[C:10]([N:12]3[C:29](=[CH:30][C:4]1=2)[C:28]1[N:27]=[C:17]2[CH:18]=[CH:19][C:20]([OH:26])=[C:21]([CH2:22][N:23]([CH3:24])[CH3:25])[C:16]2=[CH:15][C:14]=1[CH2:13]3)=[O:11].[ClH:32]. The catalyst class is: 5.